This data is from Peptide-MHC class I binding affinity with 185,985 pairs from IEDB/IMGT. The task is: Regression. Given a peptide amino acid sequence and an MHC pseudo amino acid sequence, predict their binding affinity value. This is MHC class I binding data. (1) The binding affinity (normalized) is 0.0663. The MHC is HLA-A68:02 with pseudo-sequence HLA-A68:02. The peptide sequence is YADSVKGRFTI. (2) The peptide sequence is FLICHNLRA. The MHC is HLA-A02:01 with pseudo-sequence HLA-A02:01. The binding affinity (normalized) is 0.736. (3) The peptide sequence is LSIINIFFL. The MHC is H-2-Db with pseudo-sequence H-2-Db. The binding affinity (normalized) is 0.768. (4) The peptide sequence is MKNKAWMVHR. The MHC is HLA-A31:01 with pseudo-sequence HLA-A31:01. The binding affinity (normalized) is 0.543. (5) The peptide sequence is AYSPFAFKK. The MHC is HLA-A24:03 with pseudo-sequence HLA-A24:03. The binding affinity (normalized) is 0.281. (6) The peptide sequence is REVLNVRYM. The MHC is HLA-A30:01 with pseudo-sequence HLA-A30:01. The binding affinity (normalized) is 0.0847. (7) The peptide sequence is LLSSNLSWL. The MHC is HLA-A02:01 with pseudo-sequence HLA-A02:01. The binding affinity (normalized) is 0.289. (8) The peptide sequence is ATFEVFLAK. The MHC is HLA-A02:06 with pseudo-sequence HLA-A02:06. The binding affinity (normalized) is 0.605. (9) The peptide sequence is VTMMKYCSY. The MHC is HLA-A03:01 with pseudo-sequence HLA-A03:01. The binding affinity (normalized) is 0.401. (10) The peptide sequence is IILFQRTFS. The MHC is HLA-A24:02 with pseudo-sequence HLA-A24:02. The binding affinity (normalized) is 0.